From a dataset of Catalyst prediction with 721,799 reactions and 888 catalyst types from USPTO. Predict which catalyst facilitates the given reaction. Product: [CH2:1]([O:5][C:9]1[CH:14]=[CH:13][C:12]([N+:15]([O-:17])=[O:16])=[CH:11][N:10]=1)[CH2:2][CH2:3][CH3:4]. Reactant: [CH2:1]([OH:5])[CH2:2][CH2:3][CH3:4].[H-].[Na+].Cl[C:9]1[CH:14]=[CH:13][C:12]([N+:15]([O-:17])=[O:16])=[CH:11][N:10]=1. The catalyst class is: 9.